Dataset: Full USPTO retrosynthesis dataset with 1.9M reactions from patents (1976-2016). Task: Predict the reactants needed to synthesize the given product. Given the product [F:35][C:9]([F:8])([F:36])[C:10]1[CH:11]=[C:12]([CH:32]=[CH:33][CH:34]=1)[CH2:13][CH:14]1[CH2:18][C:17]2[CH:19]=[CH:20][CH:21]=[C:22]([C:23]3[CH:24]=[C:25]([CH:29]=[CH:30][CH:31]=3)[C:26]([OH:28])=[O:27])[C:16]=2[O:15]1, predict the reactants needed to synthesize it. The reactants are: C([SiH](CC)CC)C.[F:8][C:9]([F:36])([F:35])[C:10]1[CH:11]=[C:12]([CH:32]=[CH:33][CH:34]=1)[CH2:13][C:14]1[O:15][C:16]2[C:22]([C:23]3[CH:24]=[C:25]([CH:29]=[CH:30][CH:31]=3)[C:26]([OH:28])=[O:27])=[CH:21][CH:20]=[CH:19][C:17]=2[CH:18]=1.